From a dataset of Full USPTO retrosynthesis dataset with 1.9M reactions from patents (1976-2016). Predict the reactants needed to synthesize the given product. (1) Given the product [Br:1][C:2]1[CH:7]=[CH:6][C:5]([S:8][CH2:13][CH:12]([O:15][CH2:16][CH3:17])[O:11][CH2:9][CH3:10])=[CH:4][CH:3]=1, predict the reactants needed to synthesize it. The reactants are: [Br:1][C:2]1[CH:7]=[CH:6][C:5]([SH:8])=[CH:4][CH:3]=1.[CH2:9]([O:11][CH:12]([O:15][CH2:16][CH3:17])[CH2:13]Br)[CH3:10].C(=O)([O-])[O-].[K+].[K+]. (2) Given the product [F:46][C:30]([F:29])([F:47])[C:31]1[CH:32]=[C:33]([N:37]2[CH2:42][CH2:41][CH:40]([C:43]([Cl:45])=[O:44])[CH2:39][CH2:38]2)[CH:34]=[CH:35][CH:36]=1.[Cl:20][C:21]1[N:26]=[N:25][C:24]([NH:27][C:15]([CH:12]2[CH2:11][CH2:10][N:9]([C:5]3[CH:6]=[CH:7][CH:8]=[C:3]([C:2]([F:1])([F:19])[F:18])[CH:4]=3)[CH2:14][CH2:13]2)=[O:17])=[C:23]([CH3:28])[CH:22]=1, predict the reactants needed to synthesize it. The reactants are: [F:1][C:2]([F:19])([F:18])[C:3]1[CH:4]=[C:5]([N:9]2[CH2:14][CH2:13][CH:12]([C:15]([OH:17])=O)[CH2:11][CH2:10]2)[CH:6]=[CH:7][CH:8]=1.[Cl:20][C:21]1[N:26]=[N:25][C:24]([NH2:27])=[C:23]([CH3:28])[CH:22]=1.[F:29][C:30]([F:47])([F:46])[C:31]1[CH:32]=[C:33]([N:37]2[CH2:42][CH2:41][CH:40]([C:43]([Cl:45])=[O:44])[CH2:39][CH2:38]2)[CH:34]=[CH:35][CH:36]=1. (3) Given the product [CH3:17][CH:15]1[O:16][CH:11]([CH3:10])[CH2:12][N:13]([C:2]2[N:9]=[CH:8][CH:7]=[CH:6][C:3]=2[C:4]#[N:5])[CH2:14]1, predict the reactants needed to synthesize it. The reactants are: F[C:2]1[N:9]=[CH:8][CH:7]=[CH:6][C:3]=1[C:4]#[N:5].[CH3:10][CH:11]1[O:16][CH:15]([CH3:17])[CH2:14][NH:13][CH2:12]1. (4) Given the product [CH3:1][C:2]1[CH:7]=[C:6]([CH3:8])[CH:5]=[CH:4][C:3]=1[C:9]1[CH:18]=[CH:17][CH:16]=[C:15]([N+:19]([O-:21])=[O:20])[C:10]=1[C:11]([NH:33][CH3:37])=[O:12], predict the reactants needed to synthesize it. The reactants are: [CH3:1][C:2]1[CH:7]=[C:6]([CH3:8])[CH:5]=[CH:4][C:3]=1[C:9]1[CH:18]=[CH:17][CH:16]=[C:15]([N+:19]([O-:21])=[O:20])[C:10]=1[C:11](OC)=[O:12].[OH-].[Na+].CN.F[P-](F)(F)(F)(F)F.[N:33]1(OC(N(C)C)=[N+](C)C)[C:37]2C=CC=CC=2N=N1.C(N(C(C)C)CC)(C)C. (5) Given the product [C:9]([O:8][C:6]([NH:5][CH:4]([CH2:13][C:14]1[CH:19]=[CH:18][C:17]([O:20][C:29]2[CH:34]=[CH:33][C:32]([N+:35]([O-:37])=[O:36])=[CH:31][CH:30]=2)=[CH:16][CH:15]=1)[C:3]([O:2][CH3:1])=[O:21])=[O:7])([CH3:12])([CH3:10])[CH3:11], predict the reactants needed to synthesize it. The reactants are: [CH3:1][O:2][C:3](=[O:21])[C@H:4]([CH2:13][C:14]1[CH:19]=[CH:18][C:17]([OH:20])=[CH:16][CH:15]=1)[NH:5][C:6]([O:8][C:9]([CH3:12])([CH3:11])[CH3:10])=[O:7].C(=O)([O-])[O-].[K+].[K+].F[C:29]1[CH:34]=[CH:33][C:32]([N+:35]([O-:37])=[O:36])=[CH:31][CH:30]=1.